From a dataset of Reaction yield outcomes from USPTO patents with 853,638 reactions. Predict the reaction yield, written as a fraction of the theoretical maximum amount of product (1.0 means a 100% yield; for example, 0.34 means a 34% yield). (1) The reactants are [Br:1][C:2]1[CH:3]=[C:4]([C:8]2[CH:9]=[CH:10][C:11]3[NH:16][C:15](=[O:17])[O:14][C:13]([CH3:19])([CH3:18])[C:12]=3[CH:20]=2)[CH:5]=[CH:6][CH:7]=1.[H-].[Na+].I[CH3:24].S([O-])([O-])(=O)=O.[NH4+].[NH4+]. The catalyst is CN(C=O)C.C(OCC)(=O)C. The product is [Br:1][C:2]1[CH:3]=[C:4]([C:8]2[CH:9]=[CH:10][C:11]3[N:16]([CH3:24])[C:15](=[O:17])[O:14][C:13]([CH3:18])([CH3:19])[C:12]=3[CH:20]=2)[CH:5]=[CH:6][CH:7]=1. The yield is 0.720. (2) The reactants are Br[C:2]1[CH:3]=[C:4]2[C:9](=[CH:10][CH:11]=1)[N:8]=[C:7]([NH2:12])[N:6]=[CH:5]2.[C:13]1([CH3:22])[CH:18]=[CH:17][CH:16]=[CH:15][C:14]=1B(O)O.C([O-])([O-])=O.[Na+].[Na+]. The catalyst is COCCOC. The product is [C:13]1([CH3:22])[CH:18]=[CH:17][CH:16]=[CH:15][C:14]=1[C:2]1[CH:3]=[C:4]2[C:9](=[CH:10][CH:11]=1)[N:8]=[C:7]([NH2:12])[N:6]=[CH:5]2. The yield is 0.580. (3) The reactants are [CH3:1][O:2][C:3]1[CH:8]=[CH:7][C:6]([NH:9][C:10]2[N:15]=[C:14](Cl)[N:13]=[C:12]([Cl:17])[N:11]=2)=[CH:5][CH:4]=1.[NH2:18][C:19]1[CH:24]=[CH:23][CH:22]=[CH:21][CH:20]=1.C(N(C(C)C)CC)(C)C. The catalyst is C(#N)C. The product is [Cl:17][C:12]1[N:11]=[C:10]([NH:9][C:6]2[CH:5]=[CH:4][C:3]([O:2][CH3:1])=[CH:8][CH:7]=2)[N:15]=[C:14]([NH:18][C:19]2[CH:24]=[CH:23][CH:22]=[CH:21][CH:20]=2)[N:13]=1. The yield is 0.570.